Dataset: Forward reaction prediction with 1.9M reactions from USPTO patents (1976-2016). Task: Predict the product of the given reaction. (1) Given the reactants [Br:1][C:2]1[CH:7]=[CH:6][C:5]([O:8][CH:9]2[CH2:14][CH2:13][N:12](C(OC(C)(C)C)=O)[CH2:11][CH2:10]2)=[CH:4][CH:3]=1.FC(F)(F)C(O)=O, predict the reaction product. The product is: [Br:1][C:2]1[CH:7]=[CH:6][C:5]([O:8][CH:9]2[CH2:14][CH2:13][NH:12][CH2:11][CH2:10]2)=[CH:4][CH:3]=1. (2) Given the reactants [CH3:1][O:2][C@@H:3]([CH2:7][C:8]1[CH:13]=[CH:12][C:11]([O:14]C(C)(C)C)=[CH:10][CH:9]=1)[C:4]([OH:6])=[O:5].[OH-].[Na+], predict the reaction product. The product is: [CH3:1][O:2][C@@H:3]([CH2:7][C:8]1[CH:9]=[CH:10][C:11]([OH:14])=[CH:12][CH:13]=1)[C:4]([OH:6])=[O:5]. (3) Given the reactants [O:1]1[CH:5]=[CH:4][C:3](B(O)O)=[CH:2]1.Br[C:10]1[CH:11]=[C:12]([CH:29]=[CH:30][CH:31]=1)[O:13][CH2:14][C:15]([NH:17][C:18]1[CH:27]=[CH:26][C:25]([Cl:28])=[CH:24][C:19]=1[C:20]([O:22][CH3:23])=[O:21])=[O:16].C(=O)([O-])[O-].[Cs+].[Cs+].C(OCC)(=O)C, predict the reaction product. The product is: [Cl:28][C:25]1[CH:26]=[CH:27][C:18]([NH:17][C:15](=[O:16])[CH2:14][O:13][C:12]2[CH:11]=[CH:10][CH:31]=[C:30]([C:3]3[CH:4]=[CH:5][O:1][CH:2]=3)[CH:29]=2)=[C:19]([CH:24]=1)[C:20]([O:22][CH3:23])=[O:21]. (4) The product is: [C:14]([N:11]1[CH2:10][CH2:9][N:8]([C:1]([O:3][C:4]([CH3:7])([CH3:6])[CH3:5])=[O:2])[CH2:13][CH2:12]1)(=[O:21])[C:15]1[CH:20]=[CH:19][CH:18]=[CH:17][CH:16]=1. Given the reactants [C:1]([N:8]1[CH2:13][CH2:12][NH:11][CH2:10][CH2:9]1)([O:3][C:4]([CH3:7])([CH3:6])[CH3:5])=[O:2].[C:14](O)(=[O:21])[C:15]1[CH:20]=[CH:19][CH:18]=[CH:17][CH:16]=1.CN(C(ON1N=NC2C=CC=NC1=2)=[N+](C)C)C.F[P-](F)(F)(F)(F)F.CCN(C(C)C)C(C)C, predict the reaction product. (5) Given the reactants Br[C:2]1[CH:23]=[CH:22][C:5]2[C:6]3[N:7]=[C:8]([C:14]4[N:15]([CH:19]([CH3:21])[CH3:20])[N:16]=[CH:17][N:18]=4)[S:9][C:10]=3[CH2:11][CH2:12][O:13][C:4]=2[CH:3]=1.[B:24]1([B:24]2[O:29][CH2:28][C:27]([CH3:31])([CH3:30])[CH2:26][O:25]2)[O:29][CH2:28][C:27]([CH3:31])([CH3:30])[CH2:26][O:25]1.C([O-])(=O)C.[K+].C, predict the reaction product. The product is: [CH3:30][C:27]1([CH3:31])[CH2:28][O:29][B:24]([C:2]2[CH:23]=[CH:22][C:5]3[C:6]4[N:7]=[C:8]([C:14]5[N:15]([CH:19]([CH3:21])[CH3:20])[N:16]=[CH:17][N:18]=5)[S:9][C:10]=4[CH2:11][CH2:12][O:13][C:4]=3[CH:3]=2)[O:25][CH2:26]1. (6) Given the reactants [CH2:1]([C:5]1[N:6]=[C:7]([CH3:27])[NH:8][C:9](=[O:26])[C:10]=1[CH2:11][C:12]1[CH:17]=[CH:16][C:15]([C:18]2[C:19]([C:24]#[N:25])=[CH:20][CH:21]=[CH:22][CH:23]=2)=[CH:14][CH:13]=1)[CH2:2][CH2:3][CH3:4].[F:28][C:29]1[CH:30]=[C:31](B(O)O)[CH:32]=[CH:33][CH:34]=1.C(N(CC)CC)C.N1C=CC=CC=1, predict the reaction product. The product is: [CH2:1]([C:5]1[N:6]=[C:7]([CH3:27])[N:8]([C:33]2[CH:32]=[CH:31][CH:30]=[C:29]([F:28])[CH:34]=2)[C:9](=[O:26])[C:10]=1[CH2:11][C:12]1[CH:17]=[CH:16][C:15]([C:18]2[C:19]([C:24]#[N:25])=[CH:20][CH:21]=[CH:22][CH:23]=2)=[CH:14][CH:13]=1)[CH2:2][CH2:3][CH3:4].